Dataset: Reaction yield outcomes from USPTO patents with 853,638 reactions. Task: Predict the reaction yield, written as a fraction of the theoretical maximum amount of product (1.0 means a 100% yield; for example, 0.34 means a 34% yield). (1) The reactants are [Cl-].O[NH3+:3].[C:4](=[O:7])([O-])[OH:5].[Na+].CS(C)=O.[OH:13][C@@H:14]([CH3:52])[C@H:15]([O:17][C:18]1[CH:23]=[CH:22][C:21]([N:24]2[C:29](=[O:30])[C:28]([CH2:31][C:32]3[CH:37]=[CH:36][C:35]([C:38]4[C:39]([C:44]#[N:45])=[CH:40][CH:41]=[CH:42][CH:43]=4)=[CH:34][CH:33]=3)=[C:27]([CH2:46][CH2:47][CH3:48])[N:26]3[N:49]=[CH:50][CH:51]=[C:25]23)=[CH:20][CH:19]=1)[CH3:16]. The catalyst is C(OCC)(=O)C. The product is [OH:13][C@@H:14]([CH3:52])[C@H:15]([O:17][C:18]1[CH:23]=[CH:22][C:21]([N:24]2[C:29](=[O:30])[C:28]([CH2:31][C:32]3[CH:37]=[CH:36][C:35]([C:38]4[CH:43]=[CH:42][CH:41]=[CH:40][C:39]=4[C:44]4[NH:3][C:4](=[O:7])[O:5][N:45]=4)=[CH:34][CH:33]=3)=[C:27]([CH2:46][CH2:47][CH3:48])[N:26]3[N:49]=[CH:50][CH:51]=[C:25]23)=[CH:20][CH:19]=1)[CH3:16]. The yield is 0.470. (2) The reactants are [OH-].[Na+].[CH2:3]([C:5]1[C:6]([C:19]2[CH:24]=[CH:23][CH:22]=[CH:21][CH:20]=2)=[N:7][C:8]2[C:13]([N:14]=1)=[CH:12][C:11]([C:15]([O:17]C)=[O:16])=[CH:10][CH:9]=2)[CH3:4]. The catalyst is CO. The product is [CH2:3]([C:5]1[C:6]([C:19]2[CH:24]=[CH:23][CH:22]=[CH:21][CH:20]=2)=[N:7][C:8]2[C:13]([N:14]=1)=[CH:12][C:11]([C:15]([OH:17])=[O:16])=[CH:10][CH:9]=2)[CH3:4]. The yield is 0.290. (3) The reactants are [C:1]([O:5][C:6]([N:8]1[CH2:11][CH:10]([CH2:12][NH:13][CH3:14])[CH2:9]1)=[O:7])([CH3:4])([CH3:3])[CH3:2].[O:15]1[CH2:18][C:17](=O)[CH2:16]1.C(O[BH-](OC(=O)C)OC(=O)C)(=O)C.[Na+]. The catalyst is ClCCl.O. The product is [C:1]([O:5][C:6]([N:8]1[CH2:11][CH:10]([CH2:12][N:13]([CH3:14])[CH:17]2[CH2:16][O:15][CH2:18]2)[CH2:9]1)=[O:7])([CH3:4])([CH3:3])[CH3:2]. The yield is 0.690. (4) The reactants are Cl.[NH2:2][C:3]1[N:8]=[CH:7][N:6]=[C:5]2[N:9]([CH:20]([C:22]3[O:23][C:24](=[O:51])[C:25]4[C:30]([C:31]=3[C:32]3[CH2:33][CH2:34][N:35]([C:38]([CH:40]5[CH2:43][N:42](C(OC(C)(C)C)=O)[CH2:41]5)=[O:39])[CH2:36][CH:37]=3)=[CH:29][CH:28]=[CH:27][CH:26]=4)[CH3:21])[N:10]=[C:11]([C:12]3[CH:17]=[C:16]([OH:18])[CH:15]=[C:14]([F:19])[CH:13]=3)[C:4]=12.O.CC#N.C(O)=O. The catalyst is O1CCOCC1. The product is [CH:24]([OH:51])=[O:23].[NH2:2][C:3]1[N:8]=[CH:7][N:6]=[C:5]2[N:9]([CH:20]([C:22]3[O:23][C:24](=[O:51])[C:25]4[C:30]([C:31]=3[C:32]3[CH2:33][CH2:34][N:35]([C:38]([CH:40]5[CH2:41][NH:42][CH2:43]5)=[O:39])[CH2:36][CH:37]=3)=[CH:29][CH:28]=[CH:27][CH:26]=4)[CH3:21])[N:10]=[C:11]([C:12]3[CH:17]=[C:16]([OH:18])[CH:15]=[C:14]([F:19])[CH:13]=3)[C:4]=12. The yield is 0.655. (5) The reactants are Cl[CH2:2][CH2:3][O:4][C:5](=[O:30])[NH:6][CH2:7][CH:8]1[CH2:13][CH2:12][CH:11]([NH:14][C:15]2[S:16][C:17]3[CH2:24][CH2:23][CH2:22][C:21]4[CH:25]=[CH:26][C:27]([F:29])=[CH:28][C:20]=4[C:18]=3[N:19]=2)[CH2:10][CH2:9]1.[H-].[Na+].CCOC(C)=O.Cl. The catalyst is CN(C=O)C.C(Cl)(Cl)Cl.CCOCC.O. The product is [F:29][C:27]1[CH:26]=[CH:25][C:21]2[CH2:22][CH2:23][CH2:24][C:17]3[S:16][C:15]([NH:14][CH:11]4[CH2:12][CH2:13][CH:8]([CH2:7][N:6]5[CH2:2][CH2:3][O:4][C:5]5=[O:30])[CH2:9][CH2:10]4)=[N:19][C:18]=3[C:20]=2[CH:28]=1. The yield is 0.520. (6) The reactants are [CH3:1][C:2]1[CH:3]=[CH:4][N:5]2[C:10]=1[C:9](=[O:11])[N:8]([C:12]1[CH:17]=[CH:16][CH:15]=[CH:14][CH:13]=1)[C:7]([C@@H:18]([NH:20][C:21]1[C:22]3[C:29]([C:30]4[CH:38]=[C:37]5[C:33]([CH:34]=[CH:35][NH:36]5)=[C:32]([NH:39][S:40]([CH3:43])(=[O:42])=[O:41])[CH:31]=4)=[CH:28][N:27](COCC[Si](C)(C)C)[C:23]=3[N:24]=[CH:25][N:26]=1)[CH3:19])=[N:6]2.FC(F)(F)C(O)=O.N. No catalyst specified. The product is [CH3:1][C:2]1[CH:3]=[CH:4][N:5]2[C:10]=1[C:9](=[O:11])[N:8]([C:12]1[CH:17]=[CH:16][CH:15]=[CH:14][CH:13]=1)[C:7]([C@@H:18]([NH:20][C:21]1[C:22]3[C:29]([C:30]4[CH:38]=[C:37]5[C:33]([CH:34]=[CH:35][NH:36]5)=[C:32]([NH:39][S:40]([CH3:43])(=[O:42])=[O:41])[CH:31]=4)=[CH:28][NH:27][C:23]=3[N:24]=[CH:25][N:26]=1)[CH3:19])=[N:6]2. The yield is 0.530.